Dataset: Catalyst prediction with 721,799 reactions and 888 catalyst types from USPTO. Task: Predict which catalyst facilitates the given reaction. Reactant: [F:1][C:2]1([F:30])[CH2:8][N:7]([CH:9]([CH3:11])[CH3:10])[C:6]2[N:12]=[C:13]([NH:16][C:17]3[CH:25]=[CH:24][C:20]([C:21]([OH:23])=O)=[CH:19][C:18]=3[O:26][CH3:27])[N:14]=[CH:15][C:5]=2[N:4]([CH3:28])[C:3]1=[O:29].[CH2:31]([N:33](C(C)C)C(C)C)C.Cl.CN. Product: [F:1][C:2]1([F:30])[CH2:8][N:7]([CH:9]([CH3:11])[CH3:10])[C:6]2[N:12]=[C:13]([NH:16][C:17]3[CH:25]=[CH:24][C:20]([C:21]([NH:33][CH3:31])=[O:23])=[CH:19][C:18]=3[O:26][CH3:27])[N:14]=[CH:15][C:5]=2[N:4]([CH3:28])[C:3]1=[O:29]. The catalyst class is: 9.